Dataset: Reaction yield outcomes from USPTO patents with 853,638 reactions. Task: Predict the reaction yield, written as a fraction of the theoretical maximum amount of product (1.0 means a 100% yield; for example, 0.34 means a 34% yield). (1) The reactants are [ClH:1].[C:2]1([C@H:12]([NH:14][CH2:15][CH2:16][C:17]([C:19]2[CH:24]=[CH:23][CH:22]=[C:21]([C:25]([F:28])([F:27])[F:26])[CH:20]=2)=[O:18])[CH3:13])[C:11]2[C:6](=[CH:7][CH:8]=[CH:9][CH:10]=2)[CH:5]=[CH:4][CH:3]=1.[BH4-].[Na+].[OH-].[Na+].O. The catalyst is CO. The product is [ClH:1].[C:2]1([CH:12]([NH:14][CH2:15][CH2:16][C@H:17]([C:19]2[CH:24]=[CH:23][CH:22]=[C:21]([C:25]([F:26])([F:27])[F:28])[CH:20]=2)[OH:18])[CH3:13])[C:11]2[C:6](=[CH:7][CH:8]=[CH:9][CH:10]=2)[CH:5]=[CH:4][CH:3]=1. The yield is 0.917. (2) The reactants are [CH3:1][C:2]1[CH:3]=[C:4]([C:19]2[S:23][C:22]([CH2:24][CH2:25]C(OCC)=O)=[N:21][CH:20]=2)[CH:5]=[C:6]([NH:8][C:9]2[N:14]=[C:13]([C:15]([F:18])([F:17])[F:16])[CH:12]=[CH:11][N:10]=2)[CH:7]=1.[CH3:31][Mg]Br.[CH2:34]1[CH2:38][O:37]CC1. No catalyst specified. The product is [CH3:31][C:38]([OH:37])([CH2:25][CH2:24][C:22]1[S:23][C:19]([C:4]2[CH:5]=[C:6]([NH:8][C:9]3[N:14]=[C:13]([C:15]([F:17])([F:18])[F:16])[CH:12]=[CH:11][N:10]=3)[CH:7]=[C:2]([CH3:1])[CH:3]=2)=[CH:20][N:21]=1)[CH3:34]. The yield is 0.750. (3) The reactants are [C:1]([C:5]1[CH:6]=[C:7]2[C:12](=[CH:13][CH:14]=1)[C:11](=[O:15])[N:10]([C:16]1[CH:26]=[CH:25][CH:24]=[C:23]([C:27]3[CH:32]=[C:31]([NH:33][C:34]4[CH:39]=[CH:38][C:37]([O:40][C:41]([CH3:49])([CH3:48])[CH2:42][NH:43][CH2:44][CH2:45][CH2:46][OH:47])=[CH:36][N:35]=4)[C:30](=[O:50])[N:29]([CH3:51])[N:28]=3)[C:17]=1[CH2:18][O:19]C(=O)C)[N:9]=[CH:8]2)([CH3:4])([CH3:3])[CH3:2].C([O-])([O-])=O.[K+].[K+].CO.O. The catalyst is C(Cl)Cl. The product is [C:1]([C:5]1[CH:6]=[C:7]2[C:12](=[CH:13][CH:14]=1)[C:11](=[O:15])[N:10]([C:16]1[CH:26]=[CH:25][CH:24]=[C:23]([C:27]3[CH:32]=[C:31]([NH:33][C:34]4[CH:39]=[CH:38][C:37]([O:40][C:41]([CH3:48])([CH3:49])[CH2:42][NH:43][CH2:44][CH2:45][CH2:46][OH:47])=[CH:36][N:35]=4)[C:30](=[O:50])[N:29]([CH3:51])[N:28]=3)[C:17]=1[CH2:18][OH:19])[N:9]=[CH:8]2)([CH3:2])([CH3:3])[CH3:4]. The yield is 0.430. (4) The reactants are Br[C:2]1[CH:8]=[C:7]([N+:9]([O-:11])=[O:10])[CH:6]=[CH:5][C:3]=1[NH2:4].[C:12]([CH:14]1[CH2:16][CH2:15]1)#[CH:13]. The catalyst is C(N(CC)CC)C.[Cu]I.Cl[Pd](Cl)([P](C1C=CC=CC=1)(C1C=CC=CC=1)C1C=CC=CC=1)[P](C1C=CC=CC=1)(C1C=CC=CC=1)C1C=CC=CC=1. The product is [CH:14]1([C:12]#[C:13][C:2]2[CH:8]=[C:7]([N+:9]([O-:11])=[O:10])[CH:6]=[CH:5][C:3]=2[NH2:4])[CH2:16][CH2:15]1. The yield is 0.230. (5) The reactants are [C:1]1(B(O)O)[C:10]2[C:5](=[CH:6][CH:7]=[CH:8][CH:9]=2)[CH:4]=[CH:3][CH:2]=1.[Br:14][C:15]1[CH:16]=[C:17](I)[CH:18]=[CH:19][CH:20]=1.C(=O)([O-])[O-].[Na+].[Na+]. The catalyst is C1C=CC([P]([Pd]([P](C2C=CC=CC=2)(C2C=CC=CC=2)C2C=CC=CC=2)([P](C2C=CC=CC=2)(C2C=CC=CC=2)C2C=CC=CC=2)[P](C2C=CC=CC=2)(C2C=CC=CC=2)C2C=CC=CC=2)(C2C=CC=CC=2)C2C=CC=CC=2)=CC=1.C1(C)C=CC=CC=1. The product is [Br:14][C:15]1[CH:20]=[C:19]([C:1]2[C:10]3[C:5](=[CH:6][CH:7]=[CH:8][CH:9]=3)[CH:4]=[CH:3][CH:2]=2)[CH:18]=[CH:17][CH:16]=1. The yield is 0.760. (6) The reactants are [C:1]([C:3]1[CH:8]=[CH:7][C:6]([C:9]2[CH:10]=[N:11][N:12]([C:15]3[CH:23]=[CH:22][C:18]([C:19]([OH:21])=O)=[CH:17][N:16]=3)[C:13]=2[OH:14])=[CH:5][CH:4]=1)#[N:2].CCN=C=NCCCN(C)C.C1C=CC2N(O)N=NC=2C=1.C(N(CC)C(C)C)(C)C.[NH2:54][C@H:55]([CH2:59][CH3:60])[CH2:56][C:57]#[N:58]. The catalyst is CN(C=O)C. The product is [C:57]([CH2:56][C@H:55]([NH:54][C:19](=[O:21])[C:18]1[CH:22]=[CH:23][C:15]([N:12]2[C:13]([OH:14])=[C:9]([C:6]3[CH:5]=[CH:4][C:3]([C:1]#[N:2])=[CH:8][CH:7]=3)[CH:10]=[N:11]2)=[N:16][CH:17]=1)[CH2:59][CH3:60])#[N:58]. The yield is 0.440. (7) The reactants are Cl.[F:2][C:3]([CH3:7])([CH3:6])[CH2:4][NH2:5].C(N(CC)CC)C.[N:15]([C@H:18]([C@H:28]1[CH2:30][O:29]1)[CH2:19][C:20]1[CH:25]=[CH:24][C:23]([O:26][CH3:27])=[CH:22][CH:21]=1)=[N+:16]=[N-:17]. The catalyst is CC(O)C. The product is [N:15]([C@@H:18]([CH2:19][C:20]1[CH:21]=[CH:22][C:23]([O:26][CH3:27])=[CH:24][CH:25]=1)[C@H:28]([OH:29])[CH2:30][NH:5][CH2:4][C:3]([F:2])([CH3:7])[CH3:6])=[N+:16]=[N-:17]. The yield is 0.500.